Regression. Given two drug SMILES strings and cell line genomic features, predict the synergy score measuring deviation from expected non-interaction effect. From a dataset of NCI-60 drug combinations with 297,098 pairs across 59 cell lines. (1) Drug 2: C#CCC(CC1=CN=C2C(=N1)C(=NC(=N2)N)N)C3=CC=C(C=C3)C(=O)NC(CCC(=O)O)C(=O)O. Drug 1: CC=C1C(=O)NC(C(=O)OC2CC(=O)NC(C(=O)NC(CSSCCC=C2)C(=O)N1)C(C)C)C(C)C. Synergy scores: CSS=52.5, Synergy_ZIP=-0.978, Synergy_Bliss=0.329, Synergy_Loewe=-0.938, Synergy_HSA=4.14. Cell line: U251. (2) Drug 1: C1=CN(C(=O)N=C1N)C2C(C(C(O2)CO)O)O.Cl. Drug 2: CC1CCC2CC(C(=CC=CC=CC(CC(C(=O)C(C(C(=CC(C(=O)CC(OC(=O)C3CCCCN3C(=O)C(=O)C1(O2)O)C(C)CC4CCC(C(C4)OC)OCCO)C)C)O)OC)C)C)C)OC. Cell line: A549. Synergy scores: CSS=30.0, Synergy_ZIP=-1.68, Synergy_Bliss=-1.24, Synergy_Loewe=-3.06, Synergy_HSA=-2.96. (3) Cell line: KM12. Synergy scores: CSS=8.04, Synergy_ZIP=-1.45, Synergy_Bliss=0.891, Synergy_Loewe=1.42, Synergy_HSA=0.144. Drug 1: C1=CC=C(C(=C1)C(C2=CC=C(C=C2)Cl)C(Cl)Cl)Cl. Drug 2: C1CC(=O)NC(=O)C1N2C(=O)C3=CC=CC=C3C2=O. (4) Drug 1: C1=NC2=C(N=C(N=C2N1C3C(C(C(O3)CO)O)F)Cl)N. Drug 2: CC1C(C(CC(O1)OC2CC(CC3=C2C(=C4C(=C3O)C(=O)C5=C(C4=O)C(=CC=C5)OC)O)(C(=O)CO)O)N)O.Cl. Cell line: LOX IMVI. Synergy scores: CSS=41.6, Synergy_ZIP=-5.37, Synergy_Bliss=-2.49, Synergy_Loewe=-5.99, Synergy_HSA=-2.30. (5) Drug 1: CCN(CC)CCCC(C)NC1=C2C=C(C=CC2=NC3=C1C=CC(=C3)Cl)OC. Drug 2: C1CC(=O)NC(=O)C1N2C(=O)C3=CC=CC=C3C2=O. Cell line: OVCAR-5. Synergy scores: CSS=7.34, Synergy_ZIP=4.10, Synergy_Bliss=1.80, Synergy_Loewe=-3.24, Synergy_HSA=3.42. (6) Drug 1: C1CCC(C1)C(CC#N)N2C=C(C=N2)C3=C4C=CNC4=NC=N3. Drug 2: C1C(C(OC1N2C=NC3=C2NC=NCC3O)CO)O. Cell line: MCF7. Synergy scores: CSS=7.21, Synergy_ZIP=-1.26, Synergy_Bliss=5.68, Synergy_Loewe=5.00, Synergy_HSA=5.07. (7) Drug 1: C1CN1P(=S)(N2CC2)N3CC3. Drug 2: C1C(C(OC1N2C=NC3=C2NC=NCC3O)CO)O. Cell line: CAKI-1. Synergy scores: CSS=18.5, Synergy_ZIP=-7.67, Synergy_Bliss=0.296, Synergy_Loewe=-3.02, Synergy_HSA=-0.725. (8) Drug 1: C1CC(=O)NC(=O)C1N2CC3=C(C2=O)C=CC=C3N. Drug 2: CN(CCCl)CCCl.Cl. Cell line: RPMI-8226. Synergy scores: CSS=34.4, Synergy_ZIP=6.06, Synergy_Bliss=9.05, Synergy_Loewe=4.21, Synergy_HSA=4.29. (9) Drug 1: CC1=C(C=C(C=C1)C(=O)NC2=CC(=CC(=C2)C(F)(F)F)N3C=C(N=C3)C)NC4=NC=CC(=N4)C5=CN=CC=C5. Drug 2: CC(C)NC(=O)C1=CC=C(C=C1)CNNC.Cl. Cell line: MDA-MB-231. Synergy scores: CSS=2.21, Synergy_ZIP=-1.99, Synergy_Bliss=-0.813, Synergy_Loewe=0.0612, Synergy_HSA=-0.0620.